This data is from Peptide-MHC class II binding affinity with 134,281 pairs from IEDB. The task is: Regression. Given a peptide amino acid sequence and an MHC pseudo amino acid sequence, predict their binding affinity value. This is MHC class II binding data. The peptide sequence is LTWIGLNSKNTSMSF. The MHC is DRB1_0301 with pseudo-sequence DRB1_0301. The binding affinity (normalized) is 0.448.